From a dataset of HIV replication inhibition screening data with 41,000+ compounds from the AIDS Antiviral Screen. Binary Classification. Given a drug SMILES string, predict its activity (active/inactive) in a high-throughput screening assay against a specified biological target. (1) The compound is CC1(CO)CCCC1NCCNC1CCCC1(C)CO. The result is 1 (active). (2) The compound is CNC(=O)OCCN1c2ccccc2Sc2ccccc21. The result is 0 (inactive). (3) The drug is COc1ccc(-c2ccccc2)c2[nH]c3c(c12)CCNC3=O. The result is 0 (inactive). (4) The molecule is COCCOCOC(C)(C)C(CCOC(C)=O)O[Si](c1ccccc1)(c1ccccc1)C(C)(C)C. The result is 0 (inactive).